From a dataset of Reaction yield outcomes from USPTO patents with 853,638 reactions. Predict the reaction yield, written as a fraction of the theoretical maximum amount of product (1.0 means a 100% yield; for example, 0.34 means a 34% yield). The reactants are [C:1]([C:5]1[CH:6]=[C:7]([C:28]([CH3:33])([CH3:32])[C:29]([NH2:31])=O)[CH:8]=[C:9]([C:11]2[N:12]([CH2:21][CH:22]3[CH2:27][CH2:26][CH2:25][CH2:24][CH2:23]3)[C:13]([CH3:20])=[C:14]([S:16](=[O:19])(=[O:18])[NH2:17])[CH:15]=2)[CH:10]=1)([CH3:4])([CH3:3])[CH3:2]. The catalyst is C1COCC1. The product is [NH2:31][CH2:29][C:28]([C:7]1[CH:8]=[C:9]([C:11]2[N:12]([CH2:21][CH:22]3[CH2:27][CH2:26][CH2:25][CH2:24][CH2:23]3)[C:13]([CH3:20])=[C:14]([S:16]([NH2:17])(=[O:19])=[O:18])[CH:15]=2)[CH:10]=[C:5]([C:1]([CH3:2])([CH3:3])[CH3:4])[CH:6]=1)([CH3:32])[CH3:33]. The yield is 0.870.